This data is from Forward reaction prediction with 1.9M reactions from USPTO patents (1976-2016). The task is: Predict the product of the given reaction. Given the reactants [C:1]([C:4]1[CH:9]=[CH:8][CH:7]=[CH:6][CH:5]=1)(=[O:3])[CH3:2].B([O-])O[CH2:12][CH:13]=[CH2:14], predict the reaction product. The product is: [C:4]1([C:1]([OH:3])([CH2:14][CH:13]=[CH2:12])[CH3:2])[CH:9]=[CH:8][CH:7]=[CH:6][CH:5]=1.